From a dataset of NCI-60 drug combinations with 297,098 pairs across 59 cell lines. Regression. Given two drug SMILES strings and cell line genomic features, predict the synergy score measuring deviation from expected non-interaction effect. (1) Drug 1: COC1=CC(=CC(=C1O)OC)C2C3C(COC3=O)C(C4=CC5=C(C=C24)OCO5)OC6C(C(C7C(O6)COC(O7)C8=CC=CS8)O)O. Drug 2: CC(C)(C#N)C1=CC(=CC(=C1)CN2C=NC=N2)C(C)(C)C#N. Cell line: SN12C. Synergy scores: CSS=37.6, Synergy_ZIP=-7.71, Synergy_Bliss=-0.420, Synergy_Loewe=-2.31, Synergy_HSA=0.981. (2) Drug 1: CC1CCC2CC(C(=CC=CC=CC(CC(C(=O)C(C(C(=CC(C(=O)CC(OC(=O)C3CCCCN3C(=O)C(=O)C1(O2)O)C(C)CC4CCC(C(C4)OC)OCCO)C)C)O)OC)C)C)C)OC. Drug 2: C1CNP(=O)(OC1)N(CCCl)CCCl. Cell line: TK-10. Synergy scores: CSS=4.50, Synergy_ZIP=-0.618, Synergy_Bliss=0.379, Synergy_Loewe=-4.54, Synergy_HSA=0.436.